Dataset: Full USPTO retrosynthesis dataset with 1.9M reactions from patents (1976-2016). Task: Predict the reactants needed to synthesize the given product. Given the product [Cl:1][C:2]1[CH:10]=[CH:9][C:8]([C:11]2[N:12]([C:22]([O:24][C:25]([CH3:27])([CH3:26])[CH3:28])=[O:23])[C:13]3[C:18]([CH:19]=2)=[CH:17][C:16]([CH2:61][N:63]2[CH2:34][CH2:35][NH:30][C:31](=[O:36])[CH2:32]2)=[CH:15][CH:14]=3)=[C:7]2[C:3]=1[CH2:4][NH:5][C:6]2=[O:29], predict the reactants needed to synthesize it. The reactants are: [Cl:1][C:2]1[CH:10]=[CH:9][C:8]([C:11]2[N:12]([C:22]([O:24][C:25]([CH3:28])([CH3:27])[CH3:26])=[O:23])[C:13]3[C:18]([CH:19]=2)=[CH:17][C:16](C=O)=[CH:15][CH:14]=3)=[C:7]2[C:3]=1[CH2:4][NH:5][C:6]2=[O:29].[NH:30]1[CH2:35][CH2:34]C[CH2:32][C:31]1=[O:36].C(O)(=O)C.C(O[BH-](OC(=O)C)OC(=O)C)(=O)C.[Na+].C(=O)([O-])[O-].[Na+].[Na+].[C:61](#[N:63])C.